From a dataset of TCR-epitope binding with 47,182 pairs between 192 epitopes and 23,139 TCRs. Binary Classification. Given a T-cell receptor sequence (or CDR3 region) and an epitope sequence, predict whether binding occurs between them. (1) The epitope is KLPDDFTGCV. The TCR CDR3 sequence is CASSYPTRRELFF. Result: 1 (the TCR binds to the epitope). (2) The epitope is GTSGSPIIDK. The TCR CDR3 sequence is CASRGEKAYEQYF. Result: 0 (the TCR does not bind to the epitope).